Dataset: Catalyst prediction with 721,799 reactions and 888 catalyst types from USPTO. Task: Predict which catalyst facilitates the given reaction. (1) Reactant: [CH3:1][C:2]1[NH:3][C:4](=[O:21])[CH2:5][CH:6]([C:11]2[CH:20]=[CH:19][C:18]3[C:13](=[CH:14][CH:15]=[CH:16][CH:17]=3)[CH:12]=2)[C:7]=1[C:8]([OH:10])=O.[NH2:22][C:23]1[CH:24]=[C:25]2[C:29](=[C:30]([Cl:32])[CH:31]=1)[NH:28][N:27]=[CH:26]2.C(Cl)CCl.CCN(CC)CC. Product: [Cl:32][C:30]1[CH:31]=[C:23]([NH:22][C:8]([C:7]2[CH:6]([C:11]3[CH:20]=[CH:19][C:18]4[C:13](=[CH:14][CH:15]=[CH:16][CH:17]=4)[CH:12]=3)[CH2:5][C:4](=[O:21])[NH:3][C:2]=2[CH3:1])=[O:10])[CH:24]=[C:25]2[C:29]=1[NH:28][N:27]=[CH:26]2. The catalyst class is: 861. (2) Reactant: [CH2:1]([C:3]1[CH:4]=[N:5][CH:6]=[C:7]([F:11])[C:8]=1[CH2:9]O)[CH3:2].[Br:12]P(Br)Br. Product: [BrH:12].[Br:12][CH2:9][C:8]1[C:7]([F:11])=[CH:6][N:5]=[CH:4][C:3]=1[CH2:1][CH3:2]. The catalyst class is: 4. (3) Reactant: C(O)=C.[F:4][C:5]([F:9])=[C:6]([F:8])[F:7]. Product: [C:5]([F:9])([F:4])=[CH2:6].[F:4][C:5]([F:9])=[C:6]([F:8])[F:7]. The catalyst class is: 44. (4) Product: [CH:18]1([C:8]2[CH:9]=[C:10]([CH:16]=[O:17])[CH:11]=[C:12]([O:13][CH2:14][CH3:15])[C:7]=2[C:27]2[CH:26]=[CH:25][C:24]([F:23])=[C:29]([F:30])[CH:28]=2)[CH2:19][CH2:20]1. Reactant: FC(F)(F)S(O[C:7]1[C:12]([O:13][CH2:14][CH3:15])=[CH:11][C:10]([CH:16]=[O:17])=[CH:9][C:8]=1[CH:18]1[CH2:20][CH2:19]1)(=O)=O.[F:23][C:24]1[CH:25]=[C:26](B(O)O)[CH:27]=[CH:28][C:29]=1[F:30].[F-].[Cs+].COCCOC. The catalyst class is: 6. (5) Reactant: [Br:1][C:2]1[CH:3]=[CH:4][C:5]([OH:19])=[C:6]([C:8](=[O:18])[CH:9]=[CH:10][C:11]2[CH:16]=[CH:15][CH:14]=[C:13]([Cl:17])[CH:12]=2)[CH:7]=1.[OH-].[Na+]. Product: [Br:1][C:2]1[CH:7]=[C:6]2[C:5](=[CH:4][CH:3]=1)[O:19][CH:10]([C:11]1[CH:16]=[CH:15][CH:14]=[C:13]([Cl:17])[CH:12]=1)[CH2:9][C:8]2=[O:18]. The catalyst class is: 315. (6) Product: [OH:1][C@@:2]1([CH2:42][O:43][CH3:44])[CH2:7][CH2:6][CH2:5][CH2:4][C@H:3]1[N:8]1[C:12]([C:13]2[CH:18]=[CH:17][CH:16]=[CH:15][CH:14]=2)=[C:11]([C:19]([N:21]2[CH2:26][CH2:25][N:24]([C:27]([O:29][C:30]([CH3:31])([CH3:32])[CH3:33])=[O:28])[CH2:23][C@H:22]2[CH2:34][S:35]([C:36]2[CH:37]=[CH:38][CH:39]=[CH:40][CH:41]=2)=[O:53])=[O:20])[N:10]=[CH:9]1. The catalyst class is: 4. Reactant: [OH:1][C@@:2]1([CH2:42][O:43][CH3:44])[CH2:7][CH2:6][CH2:5][CH2:4][C@H:3]1[N:8]1[C:12]([C:13]2[CH:18]=[CH:17][CH:16]=[CH:15][CH:14]=2)=[C:11]([C:19]([N:21]2[CH2:26][CH2:25][N:24]([C:27]([O:29][C:30]([CH3:33])([CH3:32])[CH3:31])=[O:28])[CH2:23][C@H:22]2[CH2:34][S:35][C:36]2[CH:41]=[CH:40][CH:39]=[CH:38][CH:37]=2)=[O:20])[N:10]=[CH:9]1.C1C=C(Cl)C=C(C(OO)=[O:53])C=1.S([O-])([O-])(=O)=S.[Na+].[Na+].